This data is from Full USPTO retrosynthesis dataset with 1.9M reactions from patents (1976-2016). The task is: Predict the reactants needed to synthesize the given product. (1) Given the product [Si:1]([O:8][CH2:9][CH2:10][N:11]1[CH:15]=[C:14]([C:16]([F:17])([F:18])[F:19])[N:13]=[C:12]1[CH:28]=[O:27])([C:4]([CH3:7])([CH3:5])[CH3:6])([CH3:3])[CH3:2], predict the reactants needed to synthesize it. The reactants are: [Si:1]([O:8][CH2:9][CH2:10][N:11]1[CH:15]=[C:14]([C:16]([F:19])([F:18])[F:17])[N:13]=[CH:12]1)([C:4]([CH3:7])([CH3:6])[CH3:5])([CH3:3])[CH3:2].[Si]([O:27][CH2:28]CN1C(C(F)(F)F)=CN=C1)(C(C)(C)C)(C)C.C1COCC1.[Li]CCCC.CCCCCC.CN(C=O)C.C(O)(=O)C. (2) Given the product [CH3:23][NH:24][CH:2]1[CH2:7][CH2:6][CH:5]([NH:8][C:9]([C:11]2[CH:12]=[C:13]3[C:17](=[CH:18][CH:19]=2)[NH:16][N:15]=[CH:14]3)=[O:10])[CH2:4][CH2:3]1, predict the reactants needed to synthesize it. The reactants are: O=[C:2]1[CH2:7][CH2:6][CH:5]([NH:8][C:9]([C:11]2[CH:12]=[C:13]3[C:17](=[CH:18][CH:19]=2)[NH:16][N:15]=[CH:14]3)=[O:10])[CH2:4][CH2:3]1.CN.[B-][C:23]#[N:24].[Na+].[OH-].[Na+]. (3) Given the product [C:9]([O:8][C:4]1[CH:5]=[CH:6][CH:7]=[C:2]([Br:1])[CH:3]=1)(=[O:11])[CH3:10], predict the reactants needed to synthesize it. The reactants are: [Br:1][C:2]1[CH:3]=[C:4]([OH:8])[CH:5]=[CH:6][CH:7]=1.[C:9](Cl)(=[O:11])[CH3:10]. (4) Given the product [C:46]1([C:43]2[CH:42]=[CH:41][CH:40]=[CH:45][CH:44]=2)[CH:47]=[CH:48][C:49]([CH2:52][CH2:53][NH:54][C:13]([CH:11]2[O:12][CH:6]3[CH:7]([N:8]=[C:4]([NH:3][CH2:1][CH3:2])[S:5]3)[CH:9]([OH:17])[CH:10]2[OH:16])=[O:15])=[CH:50][CH:51]=1, predict the reactants needed to synthesize it. The reactants are: [CH2:1]([NH:3][C:4]1[S:5][C@H:6]2[O:12][C@H:11]([C:13]([OH:15])=O)[C@@H:10]([OH:16])[C@H:9]([OH:17])[C@H:7]2[N:8]=1)[CH3:2].ON1C2C=CC=CC=2N=N1.Cl.CN(C)CCCN=C=NCC.[CH:40]1[CH:45]=[CH:44][C:43]([C:46]2[CH:51]=[CH:50][C:49]([CH2:52][CH2:53][NH2:54])=[CH:48][CH:47]=2)=[CH:42][CH:41]=1.